Dataset: NCI-60 drug combinations with 297,098 pairs across 59 cell lines. Task: Regression. Given two drug SMILES strings and cell line genomic features, predict the synergy score measuring deviation from expected non-interaction effect. Drug 1: CC=C1C(=O)NC(C(=O)OC2CC(=O)NC(C(=O)NC(CSSCCC=C2)C(=O)N1)C(C)C)C(C)C. Drug 2: CC12CCC3C(C1CCC2OP(=O)(O)O)CCC4=C3C=CC(=C4)OC(=O)N(CCCl)CCCl.[Na+]. Cell line: COLO 205. Synergy scores: CSS=24.9, Synergy_ZIP=-7.34, Synergy_Bliss=-12.7, Synergy_Loewe=-39.2, Synergy_HSA=-13.8.